This data is from NCI-60 drug combinations with 297,098 pairs across 59 cell lines. The task is: Regression. Given two drug SMILES strings and cell line genomic features, predict the synergy score measuring deviation from expected non-interaction effect. (1) Drug 1: C1=NC2=C(N1)C(=S)N=C(N2)N. Drug 2: CCC1(CC2CC(C3=C(CCN(C2)C1)C4=CC=CC=C4N3)(C5=C(C=C6C(=C5)C78CCN9C7C(C=CC9)(C(C(C8N6C)(C(=O)OC)O)OC(=O)C)CC)OC)C(=O)OC)O.OS(=O)(=O)O. Cell line: SK-MEL-5. Synergy scores: CSS=44.5, Synergy_ZIP=-2.25, Synergy_Bliss=-3.86, Synergy_Loewe=-11.9, Synergy_HSA=-1.31. (2) Drug 1: C1CC(C1)(C(=O)O)C(=O)O.[NH2-].[NH2-].[Pt+2]. Drug 2: CCN(CC)CCCC(C)NC1=C2C=C(C=CC2=NC3=C1C=CC(=C3)Cl)OC. Cell line: OVCAR-5. Synergy scores: CSS=23.8, Synergy_ZIP=-8.07, Synergy_Bliss=-1.50, Synergy_Loewe=-0.881, Synergy_HSA=-0.205.